Predict the reactants needed to synthesize the given product. From a dataset of Full USPTO retrosynthesis dataset with 1.9M reactions from patents (1976-2016). (1) The reactants are: [C:1]([O:5][C:6]([C:8]1[S:9][C:10]([CH2:13][CH:14]([C:16]([O:18][CH3:19])=[O:17])[CH3:15])=[CH:11][CH:12]=1)=[O:7])([CH3:4])([CH3:3])[CH3:2].[CH3:20][Si]([N-][Si](C)(C)C)(C)C.[Li+].O1CCCC1.CI. Given the product [C:1]([O:5][C:6]([C:8]1[S:9][C:10]([CH2:13][C:14]([CH3:20])([C:16]([O:18][CH3:19])=[O:17])[CH3:15])=[CH:11][CH:12]=1)=[O:7])([CH3:4])([CH3:2])[CH3:3], predict the reactants needed to synthesize it. (2) Given the product [C:17]1([N:14]2[C:13]3[CH:23]=[CH:24][C:10]([C:7]4[CH:6]=[CH:5][C:4]([C:3]([OH:25])=[O:2])=[CH:9][CH:8]=4)=[CH:11][C:12]=3[N:16]=[CH:15]2)[CH:18]=[CH:19][CH:20]=[CH:21][CH:22]=1, predict the reactants needed to synthesize it. The reactants are: C[O:2][C:3](=[O:25])[C:4]1[CH:9]=[CH:8][C:7]([C:10]2[CH:24]=[CH:23][C:13]3[N:14]([C:17]4[CH:22]=[CH:21][CH:20]=[CH:19][CH:18]=4)[CH:15]=[N:16][C:12]=3[CH:11]=2)=[CH:6][CH:5]=1.[OH-].[K+].